This data is from Forward reaction prediction with 1.9M reactions from USPTO patents (1976-2016). The task is: Predict the product of the given reaction. (1) Given the reactants [Cl:1][C:2]1[CH:7]=[C:6]([F:8])[CH:5]=[CH:4][C:3]=1[S:9](Cl)(=[O:11])=[O:10].[NH:13]1[C:21]2[CH:20]=[CH:19][N:18]=[C:17]([N:22]3[CH2:27][CH2:26][N:25](C(OC(C)(C)C)=O)[CH2:24][CH2:23]3)[C:16]=2[CH:15]=[CH:14]1, predict the reaction product. The product is: [ClH:1].[Cl:1][C:2]1[CH:7]=[C:6]([F:8])[CH:5]=[CH:4][C:3]=1[S:9]([N:13]1[C:21]2[CH:20]=[CH:19][N:18]=[C:17]([N:22]3[CH2:23][CH2:24][NH:25][CH2:26][CH2:27]3)[C:16]=2[CH:15]=[CH:14]1)(=[O:11])=[O:10]. (2) The product is: [C:31]([C:33]1[C:34](=[O:35])[NH:11][N:12]=[C:40]([C:42]2[CH:47]=[CH:46][C:45]([F:48])=[C:44]([CH3:49])[CH:43]=2)[CH:39]=1)([OH:30])=[O:32]. Given the reactants C1(C2C=CC=CC=2)C=CC(C2C(=C=O)C(OC)C(=O)[N:11](CC(C)C)[N:12]=2)=CC=1.C([O:30][C:31]([C:33](O)([CH2:39][C:40]([C:42]1[CH:47]=[CH:46][C:45]([F:48])=[C:44]([CH3:49])[CH:43]=1)=O)[C:34](OCC)=[O:35])=[O:32])C, predict the reaction product. (3) Given the reactants [O:1]1[CH:5]=[CH:4][N:3]=[CH:2]1.B.[Li]CCCC.[C:12]([N:19]1[CH2:24][CH2:23][CH2:22][CH2:21][C:20]1=O)([O:14][C:15]([CH3:18])([CH3:17])[CH3:16])=[O:13].C1C[O:29]CC1, predict the reaction product. The product is: [C:15]([O:14][C:12]([N:19]1[CH2:24][CH2:23][C:22]([OH:29])([C:2]2[O:1][CH:5]=[CH:4][N:3]=2)[CH2:21][CH2:20]1)=[O:13])([CH3:18])([CH3:17])[CH3:16].